Dataset: Full USPTO retrosynthesis dataset with 1.9M reactions from patents (1976-2016). Task: Predict the reactants needed to synthesize the given product. (1) Given the product [Cl:2][Pd:1][Cl:3].[CH:6]1[CH2:13][CH2:12][CH:11]=[CH:10][CH2:9][CH2:8][CH:7]=1, predict the reactants needed to synthesize it. The reactants are: [Pd:1]([Cl:3])[Cl:2].[Cl-].[Li+].[CH:6]1[CH2:13][CH2:12][CH:11]=[CH:10][CH2:9][CH2:8][CH:7]=1. (2) The reactants are: Br[C:2]1[C:15]2[C:16]3=[C:17]4[C:12](=[CH:13][CH:14]=2)[CH:11]=[CH:10][CH:9]=[C:8]4[CH:7]=[CH:6][C:5]3=[CH:4][CH:3]=1.[CH3:18]B1OB(C)OB(C)O1.C(=O)([O-])[O-].[Cs+].[Cs+].CN(C)C=O. Given the product [CH3:18][C:2]1[C:15]2[C:16]3=[C:17]4[C:12](=[CH:13][CH:14]=2)[CH:11]=[CH:10][CH:9]=[C:8]4[CH:7]=[CH:6][C:5]3=[CH:4][CH:3]=1, predict the reactants needed to synthesize it. (3) Given the product [F:35][C:34]([F:37])([F:36])[S:31]([O:22][C:19]1[CH2:18][CH2:17][C:16]2([O:15][CH2:14][CH2:13][O:23]2)[CH2:21][CH:20]=1)(=[O:33])=[O:32], predict the reactants needed to synthesize it. The reactants are: C(NC(C)C)(C)C.C([Li])CCC.[CH2:13]1[O:23][C:16]2([CH2:21][CH2:20][C:19](=[O:22])[CH2:18][CH2:17]2)[O:15][CH2:14]1.C1C=CC(N[S:31]([C:34]([F:37])([F:36])[F:35])(=[O:33])=[O:32])=CC=1. (4) Given the product [OH:16][C:7]1[CH:6]=[C:5]2[C:10]([CH2:11][CH2:2][C:3](=[O:12])[O:4]2)=[CH:9][CH:8]=1, predict the reactants needed to synthesize it. The reactants are: O[C:2]1[C:3](=[O:12])[O:4][C:5]2[C:10]([CH:11]=1)=[CH:9][CH:8]=[CH:7][CH:6]=2.C1C[O:16]CC1. (5) Given the product [CH2:7]([C:1]1[CH:6]=[CH:5][C:4]([S:26]([Cl:25])(=[O:28])=[O:27])=[CH:3][CH:2]=1)[CH2:8][CH2:9][CH2:10][CH2:11][CH2:12][CH2:13][CH2:14][CH2:15][CH2:16][CH2:17][CH2:18][CH2:19][CH2:20][CH2:21][CH2:22][CH2:23][CH3:24], predict the reactants needed to synthesize it. The reactants are: [C:1]1([CH2:7][CH2:8][CH2:9][CH2:10][CH2:11][CH2:12][CH2:13][CH2:14][CH2:15][CH2:16][CH2:17][CH2:18][CH2:19][CH2:20][CH2:21][CH2:22][CH2:23][CH3:24])[CH:6]=[CH:5][CH:4]=[CH:3][CH:2]=1.[Cl:25][S:26](O)(=[O:28])=[O:27]. (6) Given the product [NH2:35][C:36]1[CH:44]=[CH:43][C:39]([C:40]([N:26]2[CH2:25][CH2:24][NH:23][C@@H:22]([CH:19]([CH3:20])[CH3:21])[CH2:27]2)=[O:41])=[CH:38][C:37]=1[F:45], predict the reactants needed to synthesize it. The reactants are: CCCP1(OP(CCC)(=O)OP(CCC)(=O)O1)=O.[CH:19]([C@H:22]1[CH2:27][NH:26][CH2:25][CH2:24][N:23]1C(OC(C)(C)C)=O)([CH3:21])[CH3:20].[NH2:35][C:36]1[CH:44]=[CH:43][C:39]([C:40](O)=[O:41])=[CH:38][C:37]=1[F:45].C(N(CC)CC)C.FC(F)(F)C(O)=O.